This data is from Catalyst prediction with 721,799 reactions and 888 catalyst types from USPTO. The task is: Predict which catalyst facilitates the given reaction. (1) Reactant: [CH3:1][O:2][N:3]([CH3:15])[C:4]([C:6]1[NH:14][C:9]2=[N:10][CH:11]=[CH:12][CH:13]=[C:8]2[CH:7]=1)=[O:5].[F:16][C:17]1[CH:18]=[C:19](B(O)O)[CH:20]=[CH:21][CH:22]=1.N1C=CC=CC=1. The catalyst class is: 2. Product: [F:16][C:17]1[CH:22]=[C:21]([N:14]2[C:9]3=[N:10][CH:11]=[CH:12][CH:13]=[C:8]3[CH:7]=[C:6]2[C:4]([N:3]([O:2][CH3:1])[CH3:15])=[O:5])[CH:20]=[CH:19][CH:18]=1. (2) Product: [Cl:1][C:2]1[C:10]2[N:9]=[C:8]3[N:11]([C:15]4[C:16]([Cl:24])=[CH:17][C:18]([O:22][CH3:23])=[CH:19][C:20]=4[Cl:21])[CH2:12][CH2:13][CH2:14][N:7]3[C:6]=2[C:5]([CH:25]([OH:26])[CH2:27][CH3:28])=[CH:4][CH:3]=1. The catalyst class is: 627. Reactant: [Cl:1][C:2]1[CH:3]=[CH:4][C:5]([CH:25]=[O:26])=[C:6]2[C:10]=1[N:9]=[C:8]1[N:11]([C:15]3[C:20]([Cl:21])=[CH:19][C:18]([O:22][CH3:23])=[CH:17][C:16]=3[Cl:24])[CH2:12][CH2:13][CH2:14][N:7]21.[CH2:27]([Mg]Br)[CH3:28]. (3) Product: [F:19][C:20]1[CH:21]=[CH:22][C:23]([C:26]2[S:27][C:28]([C:31]([C:2]3[CH:7]=[CH:6][N:5]=[CH:4][CH:3]=3)([OH:33])[CH3:32])=[CH:29][N:30]=2)=[CH:24][CH:25]=1. The catalyst class is: 1. Reactant: I[C:2]1[CH:7]=[CH:6][N:5]=[CH:4][CH:3]=1.[Li]CCCC.CCCCCC.[F:19][C:20]1[CH:25]=[CH:24][C:23]([C:26]2[S:27][C:28]([C:31](=[O:33])[CH3:32])=[CH:29][N:30]=2)=[CH:22][CH:21]=1. (4) Reactant: Br[C:2]1[C:3]([O:14][CH2:15][O:16][CH3:17])=[C:4]([CH2:12][CH3:13])[CH:5]=[C:6]([C:8]([CH3:11])([CH3:10])[CH3:9])[CH:7]=1.CCCCCC.C([Li])CCC.C(N(CC)[CH:32]=[O:33])C.C(=O)=O.C(O)C.Cl. Product: [C:8]([C:6]1[CH:5]=[C:4]([CH2:12][CH3:13])[C:3]([O:14][CH2:15][O:16][CH3:17])=[C:2]([CH:7]=1)[CH:32]=[O:33])([CH3:11])([CH3:10])[CH3:9]. The catalyst class is: 7. (5) Reactant: [NH2:1][C:2]1[C:3]([C:8]([N:10]([C:12]2[CH:17]=[CH:16][CH:15]=[C:14]([F:18])[C:13]=2[F:19])N)=[NH:9])=[N:4][CH:5]=[CH:6][N:7]=1.C1N=C[N:22]([C:25](N2C=NC=C2)=[O:26])C=1. Product: [NH2:1][C:2]1[C:3]([C:8]2[N:10]([C:12]3[CH:17]=[CH:16][CH:15]=[C:14]([F:18])[C:13]=3[F:19])[C:25]([OH:26])=[N:22][N:9]=2)=[N:4][CH:5]=[CH:6][N:7]=1. The catalyst class is: 1. (6) Reactant: [CH3:1][C:2]([CH3:7])([CH3:6])[C:3](=[NH:5])[NH2:4].Br[C:9]1[C:10](=O)[CH2:11][CH2:12][C:13]=1[O:14]C.C(=O)([O-])[O-].[K+].[K+].C(Cl)Cl. Product: [CH3:1][C:2]([C:3]1[NH:4][C:10]2[CH2:11][CH2:12][C:13](=[O:14])[C:9]=2[N:5]=1)([CH3:7])[CH3:6]. The catalyst class is: 9. (7) Reactant: [CH3:1][C:2]1[C:10]([N+:11]([O-])=[O:12])=[CH:9][CH:8]=[CH:7][C:3]=1[C:4](=S)[NH2:5].[NH2:14][NH2:15].[OH2:16]. Product: [CH3:1][C:2]1[C:10]([N+:11]([O-:12])=[O:16])=[CH:9][CH:8]=[CH:7][C:3]=1[C:4](=[NH:5])[NH:14][NH2:15]. The catalyst class is: 8. (8) Reactant: [C:1]([NH:18][C@H:19]([C:23]([OH:25])=[O:24])[CH:20]([CH3:22])[CH3:21])([O:3][CH2:4][CH:5]1[C:17]2[C:12](=[CH:13][CH:14]=[CH:15][CH:16]=2)[C:11]2[C:6]1=[CH:7][CH:8]=[CH:9][CH:10]=2)=[O:2].CCN(C(C)C)C(C)C.[Cl-].O[C@H:37](/[CH:59]=[CH:60]/[CH2:61][CH2:62][S:63][C:64]([C:77]1[CH:82]=[CH:81][CH:80]=[CH:79][CH:78]=1)([C:71]1[CH:76]=[CH:75][CH:74]=[CH:73][CH:72]=1)[C:65]1[CH:70]=[CH:69][CH:68]=[CH:67][CH:66]=1)[CH2:38][C:39]([NH:41][CH2:42][C:43]1[N:48]=[C:47]([C:49]2[CH:54]=[CH:53][CH:52]=[C:51]([C:55]([O:57][CH3:58])=[O:56])[N:50]=2)[CH:46]=[CH:45][CH:44]=1)=[O:40]. Product: [CH:7]1[C:6]2[CH:5]([CH2:4][O:3][C:1](=[O:2])[NH:18][C@H:19]([CH:20]([CH3:21])[CH3:22])[C:23](=[O:25])[O:24][C@H:37](/[CH:59]=[CH:60]/[CH2:61][CH2:62][S:63][C:64]([C:77]3[CH:82]=[CH:81][CH:80]=[CH:79][CH:78]=3)([C:71]3[CH:72]=[CH:73][CH:74]=[CH:75][CH:76]=3)[C:65]3[CH:66]=[CH:67][CH:68]=[CH:69][CH:70]=3)[CH2:38][C:39](=[O:40])[NH:41][CH2:42][C:43]3[N:48]=[C:47]([C:49]4[CH:54]=[CH:53][CH:52]=[C:51]([C:55]([O:57][CH3:58])=[O:56])[N:50]=4)[CH:46]=[CH:45][CH:44]=3)[C:17]3[C:12](=[CH:13][CH:14]=[CH:15][CH:16]=3)[C:11]=2[CH:10]=[CH:9][CH:8]=1. The catalyst class is: 230. (9) Reactant: Br[C:2]1[C:3]([N:22]([CH2:27][CH2:28][CH2:29][F:30])[S:23]([CH3:26])(=[O:25])=[O:24])=[CH:4][C:5]2[O:9][C:8]([C:10]3[CH:15]=[CH:14][C:13]([F:16])=[CH:12][CH:11]=3)=[C:7]([C:17]([NH:19][CH3:20])=[O:18])[C:6]=2[CH:21]=1.[O-]P([O-])([O-])=O.[K+].[K+].[K+].[CH3:39][O:40][C:41]1[CH:46]=[CH:45][C:44](B2OC(C)(C)C(C)(C)O2)=[CH:43][C:42]=1[C:56]1[O:64][C:63]2[C:58](=[N:59][CH:60]=[CH:61][CH:62]=2)[CH:57]=1. Product: [F:16][C:13]1[CH:14]=[CH:15][C:10]([C:8]2[O:9][C:5]3[CH:4]=[C:3]([N:22]([CH2:27][CH2:28][CH2:29][F:30])[S:23]([CH3:26])(=[O:25])=[O:24])[C:2]([C:44]4[CH:45]=[CH:46][C:41]([O:40][CH3:39])=[C:42]([C:56]5[O:64][C:63]6[C:58](=[N:59][CH:60]=[CH:61][CH:62]=6)[CH:57]=5)[CH:43]=4)=[CH:21][C:6]=3[C:7]=2[C:17]([NH:19][CH3:20])=[O:18])=[CH:11][CH:12]=1. The catalyst class is: 151.